Dataset: Experimentally validated miRNA-target interactions with 360,000+ pairs, plus equal number of negative samples. Task: Binary Classification. Given a miRNA mature sequence and a target amino acid sequence, predict their likelihood of interaction. (1) The miRNA is mmu-miR-466q with sequence GUGCACACACACACAUACGU. The protein sequence of the target gene is MAAPLLHTRLSGDVTAAASATLSASRTGLSDMLALESDFFNSPPKKTVRFGGTVTEVLLKYKKGETNDLELLKNQLSDPDIKDDQIINWLLEFRSSVMYLTKDFEQLINIILRLPWLNRSQRVVEEYLAFLGNLVSAQTVFLRPCLSMIASHFVPPRVIVKEGGIDVSDSDDEDDNLPAIFDTCHRALQIITRYVPSTPWFLMPILVEKFPFVRKSERTLECYVHNLLRISLYFPTLRREILELVIEKLLKLDVSVSRQDIEDAEEKAAQTCGGTDTTEGLFNMDEDEDTDPEKKADQEQ.... Result: 1 (interaction). (2) The miRNA is hsa-miR-3135b with sequence GGCUGGAGCGAGUGCAGUGGUG. The protein sequence of the target gene is MAVTLDKDAYYRRVKRLYSNWRKGEDEYANVDAIVVSVGVDEEIVYAKSTALQTWLFGYELTDTIMVFCDDKIIFMASKKKVEFLKQIANTKGNENANGAPAITLLIREKNESNKSSFDKMIEAIKESKNGKKIGVFSKDKFPGEFMKSWNDCLNKEGFDKIDISAVVAYTIAVKEDGELNLMKKAASITSEVFNKFFKERVMEIVDADEKVRHSKLAESVEKAIEEKKYLAGADPSTVEMCYPPIIQSGGNYNLKFSVVSDKNHMHFGAITCAMGIRFKSYCSNLVRTLMVDPSQEVQE.... Result: 1 (interaction). (3) The miRNA is mmu-miR-665-3p with sequence ACCAGGAGGCUGAGGUCCCU. The protein sequence of the target gene is MDLPVNLTSFSLSTPSSLEPNRSLDTEVLRPSRPFLSAFRVLVLTLLGFLAAATFTWNLLVLATILKVRTFHRVPHNLVASMAISDVLVAVLVMPLSLVHELSGRRWQLGRRLCQLWIACDVLCCTASIWNVTAIALDRYWSITRHLEYTLRTRKRVSNVMILLTWALSTVISLAPLLFGWGETYSEPSEECQVSREPSYTVFSTVGAFYLPLCVVLFVYWKIYRAAKFRMGSRKTNSVSPVPEAVEVKNATQHPQMVFTVRHATVTFQTEGDTWREQKEQRAALMVGILIGVFVLCWFP.... Result: 1 (interaction). (4) The miRNA is hsa-miR-6853-3p with sequence UGUUCAUUGGAACCCUGCGCAG. The protein sequence of the target gene is MLPWKKHKFELLAEAPPRQASKPKGYAVSLHYSALSSLARACPEGALSRVGSMFRSKRKKLHITSEDPTYTVLYLGNATTIQARGDGCTDLAVGKIWSKSEAGRQGTKMKLTVSAQGIRMVHAEERALRRPGHLYLLHRVTYCVADARLPKVFAWVYRHELKHKAVMLRCHAVLVSKPEKAQAMALLLYQTSANALAEFKRLKRRDDARHQQQELVGAHTIPLVPLRKLLLHGPCCYKPPVERSRSAPKLGSITEDLLGEQQEEELQEEEEEHLEDCLEEEEEEDGVGDGDPAEEEAEAQ.... Result: 0 (no interaction). (5) The miRNA is hsa-miR-548h-5p with sequence AAAAGUAAUCGCGGUUUUUGUC. The protein sequence of the target gene is MALKRIHKELNDLARDPPAQCSAGPVGDDMFHWQATIMGPNDSPYQGGVFFLTIHFPTDYPFKPPKVAFTTRIYHPNINSNGSICLDILRSQWSPALTISKVLLSICSLLCDPNPDDPLVPEIARIYKTDREKYNRIAREWTQKYAM. Result: 1 (interaction). (6) The miRNA is hsa-miR-877-3p with sequence UCCUCUUCUCCCUCCUCCCAG. The protein sequence of the target gene is MSPAAAAAGAGERRRPIASVRDGRGRGCGGPARAVLLGLSLVGLLLYLVPAAAALAWLTVGATAAWWGLSREPRGSRPLSSFVRKARHRRPLSSFVRKARHRRTLFASPLAKSTANGNLLEPRTLLEGPDPAELLLMGSYLGKPGPPQPAAAPEGQDLRDRPGRRPPARPAPRSPPPRSPPPRSPPPSPPTHRAHHVYPSLPTPLLRPSRRPSPRDCGTLPNRFVITPRRRYPIHQAQYSCLGVLPTVCWNGYHKKAVLSPRNSRMVCSPVTVRIAPPDRRFSRSAIPEQIISSTLSSPS.... Result: 1 (interaction). (7) The miRNA is hsa-miR-130b-3p with sequence CAGUGCAAUGAUGAAAGGGCAU. The protein sequence of the target gene is MASRGATRPNGPNTGNKICQFKLVLLGESAVGKSSLVLRFVKGQFHEFQESTIGAAFLTQTVCLDDTTVKFEIWDTAGQERYHSLAPMYYRGAQAAIVVYDITNEESFARAKNWVKELQRQASPNIVIALSGNKADLANKRAVDFQEAQSYADDNSLLFMETSAKTSMNVNEIFMAIAKKLPKNEPQNPGANSARGRGVDLTEPTQPTRNQCCSN. Result: 1 (interaction). (8) The miRNA is hsa-miR-4632-3p with sequence UGCCGCCCUCUCGCUGCUCUAG. The protein sequence of the target gene is MEEDDSYVPSDLTAEERQELENIRRRKQELLADIQRLKDEIAEVANEIENLGSTEERKNMQRNKQVAMGRKKFNMDPKKGIQFLIENDLLKNTCEDIAQFLYKGEGLNKTAIGDYLGERDEFNIQVLHAFVELHEFTDLNLVQALRQFLWSFRLPGEAQKIDRMMEAFAQRYCQCNNGVFQSTDTCYVLSFAIIMLNTSLHNPNVKDKPTVERFIAMNRGINDGGDLPEELLRNLYESIKNEPFKIPEDDGNDLTHTFFNPDREGWLLKLGGGRVKTWKRRWFILTDNCLYYFEYTTDKE.... Result: 0 (no interaction). (9) The miRNA is hsa-miR-548j-5p with sequence AAAAGUAAUUGCGGUCUUUGGU. The protein sequence of the target gene is MALKRIQKELSDLQRDPPAHCSAGPVGDDLFHWQATIMGPPDSAYQGGVFFLTVHFPTDYPFKPPKIAFTTKIYHPNINSNGSICLDILRSQWSPALTVSKVLLSICSLLCDPNPDDPLVPDIAQIYKSDKEKYNRHAREWTQKYAM. Result: 1 (interaction). (10) The miRNA is hsa-miR-6836-3p with sequence AUGCCUCCCCCGGCCCCGCAG. The protein sequence of the target gene is MLREEAAQKRKEKEPGMALPQGHLTFRDVAIEFSLEEWKCLDPTQRALYRAMMLENYRNLHSVDISSKCMMKKFSSTAQGNTEVDTGTLERHESHHIGDFCFQKIGKDIHDFEFQWQEDKRNSHEATMTQIKKLTGSTDRYDRRHPGNKPIKDQLGLSFHSHLPELHIFQTKGKVGNQVEKSINDASSVLTSQRISSRPKIHISNNYENNFFHSSLLTLKQEVHIREKSFQCNESGKAFNCSSLLRKHQIIYLGGKQYKCDVCGKVFNQKRYLACHHRCHTGEKPYKCNECGKVFNQQSN.... Result: 1 (interaction).